Dataset: Full USPTO retrosynthesis dataset with 1.9M reactions from patents (1976-2016). Task: Predict the reactants needed to synthesize the given product. (1) Given the product [CH2:1]([O:8][C:9](=[O:10])[NH:11][CH2:12][C:13]1[CH:14]=[C:15]([C:19]2[CH:20]=[CH:21][C:22]([C:25](=[O:26])[NH:34][O:33][C:29]([CH3:32])([CH3:31])[CH3:30])=[CH:23][CH:24]=2)[CH:16]=[CH:17][CH:18]=1)[C:2]1[CH:3]=[CH:4][CH:5]=[CH:6][CH:7]=1, predict the reactants needed to synthesize it. The reactants are: [CH2:1]([O:8][C:9]([NH:11][CH2:12][C:13]1[CH:14]=[C:15]([C:19]2[CH:24]=[CH:23][C:22]([C:25](O)=[O:26])=[CH:21][CH:20]=2)[CH:16]=[CH:17][CH:18]=1)=[O:10])[C:2]1[CH:7]=[CH:6][CH:5]=[CH:4][CH:3]=1.Cl.[C:29]([O:33][NH2:34])([CH3:32])([CH3:31])[CH3:30].CN([P+](ON1N=NC2C=CC=CC1=2)(N(C)C)N(C)C)C.F[P-](F)(F)(F)(F)F. (2) Given the product [CH:32]1([C:27]2[N:28]([CH:29]3[CH2:31][CH2:30]3)[C:24]([C:21]([CH3:23])([C:19]3[S:20][C:16]([CH:1]=[CH2:2])=[CH:17][CH:18]=3)[CH3:22])=[N:25][N:26]=2)[CH2:34][CH2:33]1, predict the reactants needed to synthesize it. The reactants are: [CH2:1](N(CC)CC)[CH3:2].[B-](F)(F)(F)C=C.[K+].Br[C:16]1[S:20][C:19]([C:21]([C:24]2[N:28]([CH:29]3[CH2:31][CH2:30]3)[C:27]([CH:32]3[CH2:34][CH2:33]3)=[N:26][N:25]=2)([CH3:23])[CH3:22])=[CH:18][CH:17]=1. (3) The reactants are: [N:1]1([CH2:7][CH2:8][CH2:9][CH2:10]C2C=CC=C3C=2C(=O)NC3=O)[CH2:6][CH2:5][O:4][CH2:3][CH2:2]1.O.[NH2:23]N. Given the product [N:1]1([CH2:7][CH2:8][CH2:9][CH2:10][NH2:23])[CH2:2][CH2:3][O:4][CH2:5][CH2:6]1, predict the reactants needed to synthesize it. (4) Given the product [Br:1][C:2]1[N:6]2[N:7]=[C:8]([NH:16][CH2:12][CH2:13][CH2:14][CH3:15])[CH:9]=[CH:10][C:5]2=[N:4][CH:3]=1, predict the reactants needed to synthesize it. The reactants are: [Br:1][C:2]1[N:6]2[N:7]=[C:8](Cl)[CH:9]=[CH:10][C:5]2=[N:4][CH:3]=1.[CH2:12]([NH2:16])[CH2:13][CH2:14][CH3:15]. (5) The reactants are: [C:1]([O:5][C:6](=[O:34])[NH:7][C:8]1[CH:13]=[C:12]([CH3:14])[C:11]([CH2:15][NH:16][C:17]([C:19]2[N:20]=[N:21][N:22]([CH2:24][C:25]3[CH:30]=[CH:29][C:28]([CH2:31]O)=[CH:27][CH:26]=3)[CH:23]=2)=[O:18])=[C:10]([CH3:33])[N:9]=1)([CH3:4])([CH3:3])[CH3:2].S(Cl)([Cl:37])=O.N1C=CC=CC=1.C(=O)(O)[O-]. Given the product [C:1]([O:5][C:6](=[O:34])[NH:7][C:8]1[CH:13]=[C:12]([CH3:14])[C:11]([CH2:15][NH:16][C:17]([C:19]2[N:20]=[N:21][N:22]([CH2:24][C:25]3[CH:30]=[CH:29][C:28]([CH2:31][Cl:37])=[CH:27][CH:26]=3)[CH:23]=2)=[O:18])=[C:10]([CH3:33])[N:9]=1)([CH3:4])([CH3:3])[CH3:2], predict the reactants needed to synthesize it. (6) Given the product [CH3:101][O:102][C:103]1[C:108]2[N:109]=[C:110]([NH:12][C:13]([C:15]3[CH:20]=[CH:19][C:18]([N:21]4[CH2:22][CH2:23][N:24]([C:27]5[CH:35]=[CH:34][C:30]([C:31]([OH:33])=[O:32])=[CH:29][CH:28]=5)[CH2:25][CH2:26]4)=[CH:17][CH:16]=3)=[O:14])[S:111][C:107]=2[CH:106]=[CH:105][CH:104]=1, predict the reactants needed to synthesize it. The reactants are: FC1C=CC(C(F)(F)F)=CC=1[NH:12][C:13]([C:15]1[CH:20]=[CH:19][C:18]([N:21]2[CH2:26][CH2:25][N:24]([C:27]3[CH:35]=[CH:34][C:30]([C:31]([OH:33])=[O:32])=[CH:29][CH:28]=3)[CH2:23][CH2:22]2)=[CH:17][CH:16]=1)=[O:14].C(C1SC(NC(C2C=CC(N3CCN(C4C=CC(C(O)=O)=CC=4)CC3)=CC=2)=O)=NC=1C1C=CC=CC=1)C.C(OC(=O)C1C=CC(N2CCN(C3C=CC(C(O)=O)=CC=3)CC2)=CC=1)(C)(C)C.[CH3:101][O:102][C:103]1[C:108]2[N:109]=[C:110](N)[S:111][C:107]=2[CH:106]=[CH:105][CH:104]=1. (7) Given the product [CH3:1][C:2]1[CH:7]=[CH:6][CH:5]=[C:4]([CH3:8])[C:3]=1[O:9][CH2:10][C:11]1[C:15]([CH2:16][O:17][C:18]2[CH:19]=[CH:20][C:21]([C:24]3[CH:33]=[C:32]4[C:27]([CH:28]=[C:29]([C:34]([OH:36])=[O:35])[N:30]=[CH:31]4)=[CH:26][CH:25]=3)=[CH:22][CH:23]=2)=[C:14]([CH:38]([CH3:40])[CH3:39])[O:13][N:12]=1, predict the reactants needed to synthesize it. The reactants are: [CH3:1][C:2]1[CH:7]=[CH:6][CH:5]=[C:4]([CH3:8])[C:3]=1[O:9][CH2:10][C:11]1[C:15]([CH2:16][O:17][C:18]2[CH:23]=[CH:22][C:21]([C:24]3[CH:33]=[C:32]4[C:27]([CH:28]=[C:29]([C:34]([O:36]C)=[O:35])[N:30]=[CH:31]4)=[CH:26][CH:25]=3)=[CH:20][CH:19]=2)=[C:14]([CH:38]([CH3:40])[CH3:39])[O:13][N:12]=1.O1CCCC1.[OH-].[Na+].Cl.